Dataset: Cav3 T-type calcium channel HTS with 100,875 compounds. Task: Binary Classification. Given a drug SMILES string, predict its activity (active/inactive) in a high-throughput screening assay against a specified biological target. (1) The molecule is o1c2c(cc(CCCCCC)c(=O)c2)cc(c1N)C(=O)NCc1ccccc1. The result is 0 (inactive). (2) The molecule is Fc1c(N2CCN(CCNC(=O)C3C4N(CCc5c4cccc5)C(=O)c4c3cccc4)CC2)cccc1. The result is 0 (inactive).